From a dataset of Catalyst prediction with 721,799 reactions and 888 catalyst types from USPTO. Predict which catalyst facilitates the given reaction. (1) Reactant: [Br:1][C:2]1[C:7]([F:8])=[CH:6][C:5]([CH2:9][OH:10])=[C:4]([Cl:11])[CH:3]=1.P(Br)(Br)Br.[CH:16]1(O)[CH2:21][CH2:20][CH2:19][CH2:18][CH2:17]1.[H-].[Na+]. The catalyst class is: 120. Product: [Br:1][C:2]1[CH:3]=[C:4]([Cl:11])[C:5]([CH2:9][O:10][CH:16]2[CH2:21][CH2:20][CH2:19][CH2:18][CH2:17]2)=[CH:6][C:7]=1[F:8]. (2) Reactant: [Cl:1][C:2]1[CH:17]=[CH:16][C:5]2[NH:6][C:7]3[CH:15]=[CH:14][CH:13]=[CH:12][C:8]=3[C:9](=O)[NH:10][C:4]=2[CH:3]=1.O=P(Cl)(Cl)[Cl:20].C([O-])([O-])=O.[Na+].[Na+]. Product: [Cl:1][C:2]1[CH:17]=[CH:16][C:5]2[NH:6][C:7]3[CH:15]=[CH:14][CH:13]=[CH:12][C:8]=3[C:9]([Cl:20])=[N:10][C:4]=2[CH:3]=1. The catalyst class is: 11. (3) Reactant: [Cl:1][CH2:2][C:3](Cl)=[O:4].[C:6]([NH:9][C:10]([CH2:21][C:22](=[O:36])[C:23]1[CH:28]=[CH:27][C:26]([S:29][C:30]2[CH:35]=[CH:34][CH:33]=[CH:32][CH:31]=2)=[CH:25][CH:24]=1)([C:16]([O:18][CH2:19][CH3:20])=[O:17])[C:11]([O:13][CH2:14][CH3:15])=[O:12])(=[O:8])[CH3:7].[Al+3].[Cl-].[Cl-].[Cl-]. Product: [C:6]([NH:9][C:10]([CH2:21][C:22]([C:23]1[CH:28]=[CH:27][C:26]([S:29][C:30]2[CH:31]=[CH:32][C:33]([C:3](=[O:4])[CH2:2][Cl:1])=[CH:34][CH:35]=2)=[CH:25][CH:24]=1)=[O:36])([C:16]([O:18][CH2:19][CH3:20])=[O:17])[C:11]([O:13][CH2:14][CH3:15])=[O:12])(=[O:8])[CH3:7]. The catalyst class is: 2. (4) Reactant: C(OC([N:8]1[C@H:17]([C:18]([N:20]2[CH2:24][C@@H:23]([F:25])[CH2:22][C@H:21]2[C:26]#[N:27])=[O:19])[CH2:16][C:15]2[C:10](=[CH:11][C:12]([O:28][CH2:29][C:30]([NH2:32])=[O:31])=[CH:13][CH:14]=2)[CH2:9]1)=O)(C)(C)C.[ClH:33]. Product: [ClH:33].[NH2:32][C:30]([CH2:29][O:28][C:12]1[CH:11]=[C:10]2[C:15]([CH2:16][C@@H:17]([C:18]([N:20]3[CH2:24][C@@H:23]([F:25])[CH2:22][C@H:21]3[C:26]#[N:27])=[O:19])[NH:8][CH2:9]2)=[CH:14][CH:13]=1)=[O:31]. The catalyst class is: 336. (5) Reactant: FC(F)(F)C(O)=O.[C:8]([C:10]1[CH:11]=[C:12]([C:20]2[O:24][N:23]=[C:22]([C:25]3[CH:33]=[C:32]4[C:28]([C:29]([CH2:34][CH2:35][C:36]([O:38]C(C)(C)C)=[O:37])=[CH:30][NH:31]4)=[CH:27][CH:26]=3)[N:21]=2)[CH:13]=[CH:14][C:15]=1[O:16][CH:17]([CH3:19])[CH3:18])#[N:9]. Product: [C:8]([C:10]1[CH:11]=[C:12]([C:20]2[O:24][N:23]=[C:22]([C:25]3[CH:33]=[C:32]4[C:28]([C:29]([CH2:34][CH2:35][C:36]([OH:38])=[O:37])=[CH:30][NH:31]4)=[CH:27][CH:26]=3)[N:21]=2)[CH:13]=[CH:14][C:15]=1[O:16][CH:17]([CH3:19])[CH3:18])#[N:9]. The catalyst class is: 4.